From a dataset of Full USPTO retrosynthesis dataset with 1.9M reactions from patents (1976-2016). Predict the reactants needed to synthesize the given product. (1) Given the product [C:1]([O:4][C@@H:5]1[C@@H:19]([O:20][C:21](=[O:23])[CH3:22])[C@H:18]([O:24][C:25](=[O:27])[CH3:26])[CH2:17][S:16][C@H:6]1[O:7][C:8]1[C:9]([F:15])=[N:10][CH:11]=[C:12]([C:33]2[CH:32]=[CH:31][N:30]=[C:29]([F:28])[CH:34]=2)[CH:13]=1)(=[O:3])[CH3:2], predict the reactants needed to synthesize it. The reactants are: [C:1]([O:4][C@@H:5]1[C@@H:19]([O:20][C:21](=[O:23])[CH3:22])[C@H:18]([O:24][C:25](=[O:27])[CH3:26])[CH2:17][S:16][C@H:6]1[O:7][C:8]1[C:9]([F:15])=[N:10][CH:11]=[C:12](Br)[CH:13]=1)(=[O:3])[CH3:2].[F:28][C:29]1[CH:34]=[C:33](B(O)O)[CH:32]=[CH:31][N:30]=1. (2) Given the product [CH3:4][O:5][C:6]1[CH:7]=[C:8]([CH:11]=[CH:12][CH:13]=1)[CH2:9][C:16]([CH:18]1[CH2:20][CH2:19]1)=[O:17], predict the reactants needed to synthesize it. The reactants are: [Mg].II.[CH3:4][O:5][C:6]1[CH:7]=[C:8]([CH:11]=[CH:12][CH:13]=1)[CH2:9]Cl.CN(C)[C:16]([CH:18]1[CH2:20][CH2:19]1)=[O:17]. (3) The reactants are: [CH3:1][C:2]1([CH3:34])[CH2:32][C:31](=[O:33])[C:5]2[C:6]([C:9]([NH:11][C:12]3[CH:17]=[CH:16][C:15]([N:18]4[CH2:23][CH2:22][N:21](C(OC(C)(C)C)=O)[CH2:20][CH2:19]4)=[CH:14][CH:13]=3)=[O:10])=[CH:7][O:8][C:4]=2[CH2:3]1.CC1(C)CC(=O)C2C(C(NC3N=CC(N4CCN(C(OC(C)(C)C)=O)CC4)=CC=3)=O)=COC=2C1. Given the product [CH3:1][C:2]1([CH3:34])[CH2:32][C:31](=[O:33])[C:5]2[C:6]([C:9]([NH:11][C:12]3[CH:17]=[CH:16][C:15]([N:18]4[CH2:19][CH2:20][NH:21][CH2:22][CH2:23]4)=[CH:14][CH:13]=3)=[O:10])=[CH:7][O:8][C:4]=2[CH2:3]1, predict the reactants needed to synthesize it. (4) Given the product [O:6]=[C:7]([CH3:32])[CH2:8][CH2:9][CH2:10][C:11]1[CH:16]=[CH:15][C:14]([CH2:17][CH2:18][CH2:19][CH2:20][NH:21][C:22](=[O:31])[O:23][CH2:24][C:25]2[CH:26]=[CH:27][CH:28]=[CH:29][CH:30]=2)=[CH:13][CH:12]=1, predict the reactants needed to synthesize it. The reactants are: [Cr](Cl)([O-])(=O)=O.[OH:6][CH:7]([CH3:32])[CH2:8][CH2:9][CH2:10][C:11]1[CH:16]=[CH:15][C:14]([CH2:17][CH2:18][CH2:19][CH2:20][NH:21][C:22](=[O:31])[O:23][CH2:24][C:25]2[CH:30]=[CH:29][CH:28]=[CH:27][CH:26]=2)=[CH:13][CH:12]=1. (5) The reactants are: [F:1][C:2]1[C:3]([C:10]2[CH:15]=[CH:14][N:13]=[C:12]([C:16]([F:19])([F:18])[F:17])[CH:11]=2)=[N:4][CH:5]=[C:6]([CH2:8][NH2:9])[CH:7]=1.[C:20]([O:24][C:25]([N:27]1[CH2:32][CH2:31][N:30]([C:33]2[CH:41]=[CH:40][C:36]([C:37](O)=[O:38])=[CH:35][N:34]=2)[CH2:29][CH2:28]1)=[O:26])([CH3:23])([CH3:22])[CH3:21].CN(C(ON1N=NC2C=CC=NC1=2)=[N+](C)C)C.F[P-](F)(F)(F)(F)F.C(N(CC)C(C)C)(C)C. Given the product [F:1][C:2]1[C:3]([C:10]2[CH:15]=[CH:14][N:13]=[C:12]([C:16]([F:19])([F:17])[F:18])[CH:11]=2)=[N:4][CH:5]=[C:6]([CH2:8][NH:9][C:37]([C:36]2[CH:40]=[CH:41][C:33]([N:30]3[CH2:31][CH2:32][N:27]([C:25]([O:24][C:20]([CH3:23])([CH3:22])[CH3:21])=[O:26])[CH2:28][CH2:29]3)=[N:34][CH:35]=2)=[O:38])[CH:7]=1, predict the reactants needed to synthesize it.